Dataset: CYP2C9 inhibition data for predicting drug metabolism from PubChem BioAssay. Task: Regression/Classification. Given a drug SMILES string, predict its absorption, distribution, metabolism, or excretion properties. Task type varies by dataset: regression for continuous measurements (e.g., permeability, clearance, half-life) or binary classification for categorical outcomes (e.g., BBB penetration, CYP inhibition). Dataset: cyp2c9_veith. (1) The result is 0 (non-inhibitor). The compound is O=C(c1csnn1)N1CCC2(CC1)CN(Cc1cc(C(F)(F)F)cc(C(F)(F)F)c1)C2. (2) The drug is O=C(CCCN1CCC(O)(c2ccc(Br)cc2)CC1)c1ccc(F)cc1. The result is 0 (non-inhibitor). (3) The compound is CC/C(=N/Nc1ccccc1)c1cnnc(SC)n1. The result is 1 (inhibitor). (4) The molecule is COc1cccc(Cn2c(=O)c(-c3ccc(Cl)cc3)nc3cnc(N(C)C)nc32)c1. The result is 0 (non-inhibitor). (5) The molecule is COc1ccc2c(Cl)c(-c3nnco3)sc2c1. The result is 0 (non-inhibitor).